The task is: Predict which catalyst facilitates the given reaction.. This data is from Catalyst prediction with 721,799 reactions and 888 catalyst types from USPTO. (1) Reactant: [CH3:1][O:2][C:3]1[CH:4]=[C:5]2[C:9](=[CH:10][C:11]=1[O:12][CH3:13])[C:8](=[O:14])[O:7][CH:6]2[C:15](Cl)([Cl:17])[Cl:16]. Product: [Cl:16][C:15]([Cl:17])=[CH:6][C:5]1[CH:4]=[C:3]([O:2][CH3:1])[C:11]([O:12][CH3:13])=[CH:10][C:9]=1[C:8]([OH:14])=[O:7]. The catalyst class is: 763. (2) Reactant: [Br:1][C:2]1[CH:29]=[CH:28][C:5]2[C:6]3[N:7]([CH:11]=[C:12]([C:14]([N:16]=[C:17](SC)[NH:18][C:19]([O:21]C(C)(C)C)=[O:20])=O)[N:13]=3)[CH2:8][CH2:9][O:10][C:4]=2[CH:3]=1.Cl.[Cl:31][C:32]1[CH:37]=[CH:36][CH:35]=[CH:34][C:33]=1[NH:38][NH2:39]. Product: [Br:1][C:2]1[CH:29]=[CH:28][C:5]2[C:6]3[N:7]([CH:11]=[C:12]([C:14]4[N:38]([C:33]5[CH:34]=[CH:35][CH:36]=[CH:37][C:32]=5[Cl:31])[N:39]=[C:17]([NH:18][C:19](=[O:20])[OH:21])[N:16]=4)[N:13]=3)[CH2:8][CH2:9][O:10][C:4]=2[CH:3]=1. The catalyst class is: 52.